From a dataset of Full USPTO retrosynthesis dataset with 1.9M reactions from patents (1976-2016). Predict the reactants needed to synthesize the given product. (1) Given the product [O:1]=[C:2]1[C:11]2=[N:12][N:13]([C:21]3[CH:22]=[CH:23][CH:24]=[CH:25][CH:26]=3)[C:14]([CH2:15][C:16]([OH:18])=[O:17])=[C:10]2[C:9]2[CH:8]=[CH:7][CH:6]=[CH:5][C:4]=2[NH:3]1, predict the reactants needed to synthesize it. The reactants are: [O:1]=[C:2]1[C:11]2=[N:12][N:13]([C:21]3[CH:26]=[CH:25][CH:24]=[CH:23][CH:22]=3)[C:14]([CH2:15][C:16]([O:18]CC)=[O:17])=[C:10]2[C:9]2[CH:8]=[CH:7][CH:6]=[CH:5][C:4]=2[NH:3]1.Cl. (2) Given the product [OH:1][C:2]1[N:3]=[CH:4][C:5]([C:8]([O:10][CH3:13])=[O:9])=[N:6][CH:7]=1, predict the reactants needed to synthesize it. The reactants are: [OH:1][C:2]1[N:3]=[CH:4][C:5]([C:8]([OH:10])=[O:9])=[N:6][CH:7]=1.Cl.O1CCOC[CH2:13]1. (3) The reactants are: [F:1][C:2]1[CH:7]=[CH:6][C:5]([CH2:8][C:9]([OH:11])=O)=[CH:4][CH:3]=1.C(Cl)(=O)C(Cl)=O.[Br:18][C:19]1[CH:24]=[CH:23][C:22]([O:25]C)=[CH:21][CH:20]=1.[Al+3].[Cl-].[Cl-].[Cl-]. Given the product [Br:18][C:19]1[CH:20]=[CH:21][C:22]([OH:25])=[C:23]([C:9](=[O:11])[CH2:8][C:5]2[CH:4]=[CH:3][C:2]([F:1])=[CH:7][CH:6]=2)[CH:24]=1, predict the reactants needed to synthesize it. (4) Given the product [Br:11][C:12]1[CH:25]=[CH:24][C:23]2[O:22][CH:21]3[CH:16]([CH2:17][N:18]([CH3:26])[CH2:19][CH2:20]3)[C:15](=[O:27])[C:14]=2[CH:13]=1, predict the reactants needed to synthesize it. The reactants are: CS(C)=O.C(Cl)(=O)C(Cl)=O.[Br:11][C:12]1[CH:25]=[CH:24][C:23]2[O:22][CH:21]3[CH:16]([CH2:17][N:18]([CH3:26])[CH2:19][CH2:20]3)[CH:15]([OH:27])[C:14]=2[CH:13]=1.C1COCC1. (5) Given the product [C:53]([N:22]1[CH2:23][CH2:24][N:25]([C:28]2[CH:50]=[CH:49][C:31]([NH:32][C:33]3[N:38]=[C:37]([C:39]4[N:43]([CH:44]([CH3:46])[CH3:45])[C:42]([CH3:47])=[N:41][CH:40]=4)[C:36]([F:16])=[CH:35][N:34]=3)=[CH:30][CH:29]=2)[CH2:26][CH2:27]1)(=[O:52])[CH3:54], predict the reactants needed to synthesize it. The reactants are: CN(C)/C=C(\[F:16])/C(C1N(C(C)C)C(C)=NC=1)=O.S([N:22]1[CH2:27][CH2:26][N:25]([C:28]2[CH:50]=[CH:49][C:31]([NH:32][C:33]3[N:38]=[C:37]([C:39]4[N:43]([CH:44]([CH3:46])[CH3:45])[C:42]([CH3:47])=[N:41][CH:40]=4)[C:36](Cl)=[CH:35][N:34]=3)=[CH:30][CH:29]=2)[CH2:24][CH2:23]1)(C)(=O)=O.C[O:52][CH2:53][CH2:54]O. (6) Given the product [S:18]([C:15]1[CH:16]=[CH:17][C:12]([CH3:22])=[CH:13][CH:14]=1)([O:7][CH2:6][C:5]1[CH:8]=[CH:9][CH:10]=[CH:11][C:4]=1[N+:1]([O-:3])=[O:2])(=[O:20])=[O:19], predict the reactants needed to synthesize it. The reactants are: [N+:1]([C:4]1[CH:11]=[CH:10][CH:9]=[CH:8][C:5]=1[CH2:6][OH:7])([O-:3])=[O:2].[C:12]1([CH3:22])[CH:17]=[CH:16][C:15]([S:18](Cl)(=[O:20])=[O:19])=[CH:14][CH:13]=1. (7) Given the product [Br:1][C:2]1[CH:15]=[C:14]2[C:5]([O:6][C:7]3[CH2:8][CH2:9][CH2:10][CH2:11][C:12]=3[C:13]2=[O:16])=[CH:4][CH:3]=1, predict the reactants needed to synthesize it. The reactants are: [Br:1][C:2]1[CH:15]=[C:14]2[C:5]([O:6][C:7]3(N4CCOCC4)[CH:12]([CH:13]2[OH:16])[CH2:11][CH2:10][CH2:9][CH2:8]3)=[CH:4][CH:3]=1.ClCCCl.CC(OI1(OC(C)=O)(OC(C)=O)OC(=O)C2C1=CC=CC=2)=O.[OH-].[Na+]. (8) Given the product [Br:1][C:2]1[CH:3]=[C:4]([NH2:17])[C:5]2[C:9]([CH:10]=1)=[N:8][N:7]([CH:11]1[CH2:16][CH2:15][CH2:14][CH2:13][O:12]1)[CH:6]=2, predict the reactants needed to synthesize it. The reactants are: [Br:1][C:2]1[CH:3]=[C:4]([N+:17]([O-])=O)[C:5]2[C:9]([CH:10]=1)=[N:8][N:7]([CH:11]1[CH2:16][CH2:15][CH2:14][CH2:13][O:12]1)[CH:6]=2.[Cl-].[NH4+].C(O)C. (9) Given the product [Br:1][C:2]1[CH:7]=[C:6]([CH2:8][C:12]([C:13]2[CH:18]=[CH:17][C:16]([F:19])=[C:15]([Cl:20])[CH:14]=2)=[O:11])[CH:5]=[CH:4][N:3]=1, predict the reactants needed to synthesize it. The reactants are: [Br:1][C:2]1[CH:7]=[C:6]([CH3:8])[CH:5]=[CH:4][N:3]=1.C([O:11][C:12](=O)[C:13]1[CH:18]=[CH:17][C:16]([F:19])=[C:15]([Cl:20])[CH:14]=1)C.